From a dataset of Forward reaction prediction with 1.9M reactions from USPTO patents (1976-2016). Predict the product of the given reaction. (1) Given the reactants [CH2:1]([C:5]1[CH:10]=[CH:9][C:8]([C:11]2[O:15][N:14]=[C:13]([C:16]3[S:17][C:18]4[CH2:24][CH2:23][CH2:22][CH:21](O)[C:19]=4[CH:20]=3)[N:12]=2)=[CH:7][CH:6]=1)[CH:2]([CH3:4])[CH3:3].C(Br)(Br)(Br)Br.C1(P(C2C=CC=CC=2)C2C=CC=CC=2)C=CC=CC=1.Cl.[NH:51]1[CH2:54][CH:53]([C:55]([O:57][CH2:58][CH3:59])=[O:56])[CH2:52]1.C(N(CC)C(C)C)(C)C, predict the reaction product. The product is: [CH2:1]([C:5]1[CH:10]=[CH:9][C:8]([C:11]2[O:15][N:14]=[C:13]([C:16]3[S:17][C:18]4[CH2:24][CH2:23][CH2:22][CH:21]([N:51]5[CH2:54][CH:53]([C:55]([O:57][CH2:58][CH3:59])=[O:56])[CH2:52]5)[C:19]=4[CH:20]=3)[N:12]=2)=[CH:7][CH:6]=1)[CH:2]([CH3:3])[CH3:4]. (2) Given the reactants [NH2:1][C:2]1[C:7]([N+:8]([O-:10])=[O:9])=[CH:6][C:5]([C:11]2[CH:12]=[N:13][C:14]([N:17]3[CH2:22][CH2:21][C:20]([CH2:28][CH3:29])([C:23]([O:25][CH2:26][CH3:27])=[O:24])[CH2:19][CH2:18]3)=[N:15][CH:16]=2)=[CH:4][C:3]=1Br.C([Sn](CCCC)(CCCC)[C:36]1[CH:41]=[CH:40][CH:39]=[CH:38][N:37]=1)CCC, predict the reaction product. The product is: [NH2:1][C:2]1[C:3]([C:36]2[CH:41]=[CH:40][CH:39]=[CH:38][N:37]=2)=[CH:4][C:5]([C:11]2[CH:16]=[N:15][C:14]([N:17]3[CH2:18][CH2:19][C:20]([CH2:28][CH3:29])([C:23]([O:25][CH2:26][CH3:27])=[O:24])[CH2:21][CH2:22]3)=[N:13][CH:12]=2)=[CH:6][C:7]=1[N+:8]([O-:10])=[O:9].